This data is from Forward reaction prediction with 1.9M reactions from USPTO patents (1976-2016). The task is: Predict the product of the given reaction. Given the reactants [Br-:1].[Br-].[Br-].C([N+](CCCC)(CCCC)CCCC)CCC.C([N+](CCCC)(CCCC)CCCC)CCC.C([N+](CCCC)(CCCC)CCCC)CCC.[CH2:55]([O:57][C:58]1[CH:59]=[CH:60][C:61]([CH2:65][CH3:66])=[C:62]([OH:64])[CH:63]=1)[CH3:56], predict the reaction product. The product is: [Br:1][C:59]1[C:58]([O:57][CH2:55][CH3:56])=[CH:63][C:62]([OH:64])=[C:61]([CH2:65][CH3:66])[CH:60]=1.